This data is from Forward reaction prediction with 1.9M reactions from USPTO patents (1976-2016). The task is: Predict the product of the given reaction. (1) The product is: [C:13]1([C@@H:19]([NH:21][C:2]2[CH2:7][CH2:6][CH2:5][CH2:4][C:3]=2[C:8]([O:10][CH2:11][CH3:12])=[O:9])[CH3:20])[CH:18]=[CH:17][CH:16]=[CH:15][CH:14]=1. Given the reactants O=[C:2]1[CH2:7][CH2:6][CH2:5][CH2:4][CH:3]1[C:8]([O:10][CH2:11][CH3:12])=[O:9].[C:13]1([C@@H:19]([NH2:21])[CH3:20])[CH:18]=[CH:17][CH:16]=[CH:15][CH:14]=1.C1(C)C=CC=CC=1, predict the reaction product. (2) Given the reactants [F:1][C@H:2]1[CH2:6][NH2+:5][C@@H:4]2[C@@H:7]([OH:10])[CH2:8][O:9][C@H:3]12.[Cl-].[Br:12][C:13]1[CH:18]=[CH:17][C:16]([CH:19]([NH:24][C@@H:25]([CH2:29][CH:30]([CH3:32])[CH3:31])[C:26](O)=[O:27])[C:20]([F:23])([F:22])[F:21])=[CH:15][CH:14]=1.C1CCC(N=C=NC2CCCCC2)CC1.C(N(C(C)C)CC)(C)C, predict the reaction product. The product is: [Br:12][C:13]1[CH:14]=[CH:15][C:16]([CH:19]([NH:24][C@@H:25]([CH2:29][CH:30]([CH3:32])[CH3:31])[C:26]([N:5]2[CH2:6][C@H:2]([F:1])[C@H:3]3[O:9][CH2:8][C@H:7]([OH:10])[C@@H:4]23)=[O:27])[C:20]([F:23])([F:22])[F:21])=[CH:17][CH:18]=1. (3) Given the reactants I[C:2]1[N:18]=[C:5]2[C:6]([C:10]3[CH:15]=[CH:14][C:13]([O:16][CH3:17])=[CH:12][CH:11]=3)=[CH:7][CH:8]=[CH:9][N:4]2[N:3]=1.[NH2:19][C:20]1[CH:21]=[N:22][N:23]([CH2:25][C@H:26]([OH:28])[CH3:27])[CH:24]=1.CC(C)([O-])C.[Na+].C1(P(C2C=CC=CC=2)C2C3OC4C(=CC=CC=4P(C4C=CC=CC=4)C4C=CC=CC=4)C(C)(C)C=3C=CC=2)C=CC=CC=1, predict the reaction product. The product is: [CH3:17][O:16][C:13]1[CH:14]=[CH:15][C:10]([C:6]2[C:5]3[N:4]([N:3]=[C:2]([NH:19][C:20]4[CH:21]=[N:22][N:23]([CH2:25][C@H:26]([OH:28])[CH3:27])[CH:24]=4)[N:18]=3)[CH:9]=[CH:8][CH:7]=2)=[CH:11][CH:12]=1. (4) Given the reactants [CH:1]1([C:4]2[C:5]([NH2:16])=[N:6][CH:7]=[C:8]([C:10]3[CH:15]=[CH:14][CH:13]=[CH:12][CH:11]=3)[N:9]=2)[CH2:3][CH2:2]1.[OH:17][C:18]1[CH:23]=[CH:22][C:21]([CH2:24][C:25](=O)[C:26](O)=[O:27])=[CH:20][CH:19]=1, predict the reaction product. The product is: [CH:1]1([C:4]2[NH:9][C:8]([C:10]3[CH:11]=[CH:12][CH:13]=[CH:14][CH:15]=3)=[CH:7][N:6]3[C:26](=[O:27])[C:25]([CH2:24][C:21]4[CH:22]=[CH:23][C:18]([OH:17])=[CH:19][CH:20]=4)=[N:16][C:5]=23)[CH2:3][CH2:2]1.